Dataset: Catalyst prediction with 721,799 reactions and 888 catalyst types from USPTO. Task: Predict which catalyst facilitates the given reaction. (1) Reactant: [CH3:1][NH:2]N.Cl.[CH2:5]([O:7][C:8](=[O:21])[C:9](=[CH:17][N:18](C)C)[C:10](=O)[C:11]([O:13][CH2:14][CH3:15])=[O:12])[CH3:6]. Product: [CH2:14]([O:13][C:11]([C:10]1[N:2]([CH3:1])[N:18]=[CH:17][C:9]=1[C:8]([O:7][CH2:5][CH3:6])=[O:21])=[O:12])[CH3:15]. The catalyst class is: 8. (2) Reactant: [CH3:1][C:2]1[CH:10]=[CH:9][C:8]2[CH2:7][CH2:6][CH2:5][C:4]=2[C:3]=1[OH:11].C1N2CN3CN(C2)CN1C3.[C:22](=O)(O)[O-:23].[Na+]. Product: [OH:11][C:3]1[C:4]2[CH2:5][CH2:6][CH2:7][C:8]=2[C:9]([CH:22]=[O:23])=[CH:10][C:2]=1[CH3:1]. The catalyst class is: 55.